This data is from Full USPTO retrosynthesis dataset with 1.9M reactions from patents (1976-2016). The task is: Predict the reactants needed to synthesize the given product. (1) The reactants are: C[C:2]1[C@@H:19](OC([C@H](O)[C@@H](NC(C2C=CC=CC=2)=O)C2C=CC=CC=2)=O)[CH2:18][C@:14]2(O)[C:15](C)(C)[C:3]=1[C@@H:4]([O:59]C(C)=O)C([C@@]1(C)[C@H]([C@@H]2OC(C2C=CC=CC=2)=O)[C@]2(OC(C)=O)CO[C@@H]2C[C@@H]1O)=O.C(O)(=O)C.[Cl:67]CCl. Given the product [C:4]([Cl:67])(=[O:59])[C:3]1[CH:15]=[CH:14][CH:18]=[CH:19][CH:2]=1, predict the reactants needed to synthesize it. (2) Given the product [F:1][C:2]1[CH:3]=[C:4]2[C:11]([I:12])=[N:10][N:9]([CH2:20][C:21]3[CH:26]=[CH:25][C:24]([O:27][CH3:28])=[CH:23][CH:22]=3)[C:5]2=[N:6][C:7]=1[CH3:8], predict the reactants needed to synthesize it. The reactants are: [F:1][C:2]1[CH:3]=[C:4]2[C:11]([I:12])=[N:10][NH:9][C:5]2=[N:6][C:7]=1[CH3:8].C(=O)([O-])[O-].[Cs+].[Cs+].Cl[CH2:20][C:21]1[CH:26]=[CH:25][C:24]([O:27][CH3:28])=[CH:23][CH:22]=1.O. (3) The reactants are: [CH2:1]([C@H:8]1[N:13]([C:14]([C:16]2[CH:20]=[CH:19][N:18]([C:21]3[CH:26]=[C:25]([O:27][CH3:28])[CH:24]=[CH:23][C:22]=3[NH2:29])[C:17]=2[C:30]2[CH:35]=[CH:34][CH:33]=[CH:32][CH:31]=2)=[O:15])[CH2:12][CH2:11][N:10]([C:36]([O:38][C:39]([CH3:42])([CH3:41])[CH3:40])=[O:37])[CH2:9]1)[C:2]1[CH:7]=[CH:6][CH:5]=[CH:4][CH:3]=1.[C:43](Cl)(=[O:46])[CH2:44][CH3:45].C(=O)(O)[O-].[Na+]. Given the product [CH2:1]([C@H:8]1[N:13]([C:14]([C:16]2[CH:20]=[CH:19][N:18]([C:21]3[CH:26]=[C:25]([O:27][CH3:28])[CH:24]=[CH:23][C:22]=3[NH:29][C:43](=[O:46])[CH2:44][CH3:45])[C:17]=2[C:30]2[CH:35]=[CH:34][CH:33]=[CH:32][CH:31]=2)=[O:15])[CH2:12][CH2:11][N:10]([C:36]([O:38][C:39]([CH3:42])([CH3:41])[CH3:40])=[O:37])[CH2:9]1)[C:2]1[CH:7]=[CH:6][CH:5]=[CH:4][CH:3]=1, predict the reactants needed to synthesize it. (4) Given the product [CH2:46]([NH:53][C:43]([C:41]1[CH:40]=[CH:39][C:37]2[NH:38][CH:34]=[N:35][C:36]=2[CH:42]=1)=[O:45])[C:47]1[CH:52]=[CH:51][CH:50]=[CH:49][CH:48]=1, predict the reactants needed to synthesize it. The reactants are: CN(C(ON1N=NC2C=CC=CC1=2)=[N+](C)C)C.F[P-](F)(F)(F)(F)F.N1C2C(=CC=CC=2)C([C:34]2[NH:38][C:37]3[CH:39]=[CH:40][C:41]([C:43]([OH:45])=O)=[CH:42][C:36]=3[N:35]=2)=N1.[CH2:46]([NH2:53])[C:47]1[CH:52]=[CH:51][CH:50]=[CH:49][CH:48]=1.C(N(CC)C(C)C)(C)C. (5) Given the product [CH2:39]([N:42]([CH2:43][CH2:44][OH:38])[CH2:2][CH2:3][N:4]([CH3:32])[C:5]([C:7]1[S:19][C:18]2[C:17]3[CH:16]=[CH:15][CH:14]=[CH:13][C:12]=3[N:11]([CH2:20][C:21](=[O:28])[C:22]3[CH:27]=[CH:26][CH:25]=[CH:24][CH:23]=3)[C:10](=[O:29])[C:9]=2[C:8]=1[O:30][CH3:31])=[O:6])[CH3:40], predict the reactants needed to synthesize it. The reactants are: Cl[CH2:2][CH2:3][N:4]([CH3:32])[C:5]([C:7]1[S:19][C:18]2[C:17]3[CH:16]=[CH:15][CH:14]=[CH:13][C:12]=3[N:11]([CH2:20][C:21](=[O:28])[C:22]3[CH:27]=[CH:26][CH:25]=[CH:24][CH:23]=3)[C:10](=[O:29])[C:9]=2[C:8]=1[O:30][CH3:31])=[O:6].C(NC([OH:38])C)C.[CH:39]([N:42](C(C)C)[CH2:43][CH3:44])(C)[CH3:40].[I-].[Na+]. (6) Given the product [C:38]([CH2:37][O:23][C:18]1[CH:19]=[CH:20][CH:21]=[CH:22][C:17]=1[C:13]1[C:14]([CH3:16])=[CH:15][N:11]([CH:10]([O:24][CH2:25][CH3:26])[C:9]([NH:8][CH2:7][C:6]2[CH:5]=[CH:4][C:3]([C:1]#[N:2])=[CH:29][CH:28]=2)=[O:27])[N:12]=1)(=[O:39])[NH2:40], predict the reactants needed to synthesize it. The reactants are: [C:1]([C:3]1[CH:29]=[CH:28][C:6]([CH2:7][NH:8][C:9](=[O:27])[CH:10]([O:24][CH2:25][CH3:26])[N:11]2[CH:15]=[C:14]([CH3:16])[C:13]([C:17]3[CH:22]=[CH:21][CH:20]=[CH:19][C:18]=3[OH:23])=[N:12]2)=[CH:5][CH:4]=1)#[N:2].C(=O)([O-])[O-].[Cs+].[Cs+].I[CH2:37][C:38]([NH2:40])=[O:39]. (7) Given the product [NH2:8][C:9]1[S:13][C:12]([C:14]([O:16][CH2:17][CH3:18])=[O:15])=[C:11]([CH3:19])[CH:10]=1, predict the reactants needed to synthesize it. The reactants are: C(OC([NH:8][C:9]1[S:13][C:12]([C:14]([O:16][CH2:17][CH3:18])=[O:15])=[C:11]([CH3:19])[CH:10]=1)=O)(C)(C)C.FC(F)(F)C(O)=O.